This data is from Forward reaction prediction with 1.9M reactions from USPTO patents (1976-2016). The task is: Predict the product of the given reaction. (1) Given the reactants C([O:3][C:4](=O)[C:5]([O:8][C:9]1[CH:42]=[CH:41][C:12]2[O:13][CH2:14][C:15]3[N:40]=[CH:39][CH:38]=[CH:37][C:16]=3[C:17](=[CH:18][CH2:19][CH2:20][N:21]3[CH2:26][CH2:25][C:24]([C:28]4[CH:33]=[CH:32][C:31]([Cl:34])=[CH:30][CH:29]=4)([OH:27])[C:23]([CH3:36])([CH3:35])[CH2:22]3)[C:11]=2[CH:10]=1)([CH3:7])[CH3:6])C.[H-].[Al+3].[Li+].[H-].[H-].[H-], predict the reaction product. The product is: [Cl:34][C:31]1[CH:32]=[CH:33][C:28]([C:24]2([OH:27])[CH2:25][CH2:26][N:21]([CH2:20][CH2:19][CH:18]=[C:17]3[C:16]4[CH:37]=[CH:38][CH:39]=[N:40][C:15]=4[CH2:14][O:13][C:12]4[CH:41]=[CH:42][C:9]([O:8][C:5]([CH3:6])([CH3:7])[CH2:4][OH:3])=[CH:10][C:11]3=4)[CH2:22][C:23]2([CH3:36])[CH3:35])=[CH:29][CH:30]=1. (2) The product is: [F:27][C:2]([F:26])([F:1])[C:3]1[CH:4]=[C:5]([CH:19]=[C:20]([C:22]([F:25])([F:24])[F:23])[CH:21]=1)[CH2:6][NH:7][C:8]([C:10]1([CH2:15][CH:16]2[CH2:18][CH2:17]2)[CH2:14][CH2:13][N:12]([CH2:29][C:30]2[CH:38]=[CH:37][C:35]([OH:36])=[C:32]([O:33][CH3:34])[CH:31]=2)[CH2:11]1)=[O:9]. Given the reactants [F:1][C:2]([F:27])([F:26])[C:3]1[CH:4]=[C:5]([CH:19]=[C:20]([C:22]([F:25])([F:24])[F:23])[CH:21]=1)[CH2:6][NH:7][C:8]([C:10]1([CH2:15][CH:16]2[CH2:18][CH2:17]2)[CH2:14][CH2:13][NH:12][CH2:11]1)=[O:9].O=[CH:29][C:30]1[CH:38]=[CH:37][C:35]([OH:36])=[C:32]([O:33][CH3:34])[CH:31]=1.[BH-](OC(C)=O)(OC(C)=O)OC(C)=O.[Na+], predict the reaction product. (3) Given the reactants [CH:1]1([NH:4][CH:5]2[C:14]3[CH2:13][S:12][N:11]=[C:10]([N:15](C(OC(C)(C)C)=O)C(OC(C)(C)C)=O)[C:9]4=[N:30][N:31]([CH2:33][C:34]5[C:39]([CH3:40])=[C:38]([O:41][CH3:42])[C:37]([CH3:43])=[CH:36][N:35]=5)[N:32]=[C:7]([C:8]=34)[CH2:6]2)[CH2:3][CH2:2]1.CO.C=O.[C:48]([BH3-])#N.[Na+], predict the reaction product. The product is: [CH:1]1([N:4]([CH3:48])[CH:5]2[C:14]3[CH2:13][S:12][N:11]=[C:10]([NH2:15])[C:9]4=[N:30][N:31]([CH2:33][C:34]5[C:39]([CH3:40])=[C:38]([O:41][CH3:42])[C:37]([CH3:43])=[CH:36][N:35]=5)[N:32]=[C:7]([C:8]=34)[CH2:6]2)[CH2:2][CH2:3]1. (4) Given the reactants [CH2:1]([C:3]1[O:4][C:5]2[C:15]([N:16]=1)=[CH:14][C:8]1[CH2:9][CH2:10][NH:11][CH2:12][CH2:13][C:7]=1[C:6]=2[CH3:17])[CH3:2].[Cl:18][CH2:19][CH2:20][CH2:21][S:22][C:23]1[N:24]([CH3:39])[C:25]([C:28]2[CH:37]=[CH:36][CH:35]=[C:34]3[C:29]=2[CH:30]=[CH:31][C:32]([CH3:38])=[N:33]3)=[N:26][N:27]=1, predict the reaction product. The product is: [ClH:18].[CH2:1]([C:3]1[O:4][C:5]2[C:15]([N:16]=1)=[CH:14][C:8]1[CH2:9][CH2:10][N:11]([CH2:19][CH2:20][CH2:21][S:22][C:23]3[N:24]([CH3:39])[C:25]([C:28]4[CH:37]=[CH:36][CH:35]=[C:34]5[C:29]=4[CH:30]=[CH:31][C:32]([CH3:38])=[N:33]5)=[N:26][N:27]=3)[CH2:12][CH2:13][C:7]=1[C:6]=2[CH3:17])[CH3:2]. (5) Given the reactants [CH3:1][C:2]1[C:10]2[C:5](=[CH:6][N:7]=[CH:8][CH:9]=2)[S:4][CH:3]=1.[Li]CCCC.CCCCCC.[CH2:22]([CH:24]([C:27]1[C:28]2[N:29]([C:34](I)=[C:35]([CH3:37])[N:36]=2)[N:30]=[C:31]([CH3:33])[CH:32]=1)[CH2:25][CH3:26])[CH3:23], predict the reaction product. The product is: [CH2:22]([CH:24]([C:27]1[C:28]2[N:29]([C:34]([C:3]3[S:4][C:5]4=[CH:6][N:7]=[CH:8][CH:9]=[C:10]4[C:2]=3[CH3:1])=[C:35]([CH3:37])[N:36]=2)[N:30]=[C:31]([CH3:33])[CH:32]=1)[CH2:25][CH3:26])[CH3:23]. (6) Given the reactants [C:1]([C:3]1[CH:8]=[CH:7][C:6](/[CH:9]=[CH:10]/[C:11]([OH:13])=[O:12])=[C:5]([F:14])[CH:4]=1)#[N:2].C(=O)([O-])[O-].[K+].[K+].[H][H].CCOCC.CCCCCC, predict the reaction product. The product is: [C:1]([C:3]1[CH:8]=[CH:7][C:6]([CH2:9][CH2:10][C:11]([OH:13])=[O:12])=[C:5]([F:14])[CH:4]=1)#[N:2].